This data is from Reaction yield outcomes from USPTO patents with 853,638 reactions. The task is: Predict the reaction yield, written as a fraction of the theoretical maximum amount of product (1.0 means a 100% yield; for example, 0.34 means a 34% yield). (1) The yield is 0.970. The product is [CH3:13][O:14][C:15]1[CH:20]=[C:19]([O:21][CH3:22])[CH:18]=[CH:17][C:16]=1[CH2:23][NH:24][C:2]1[CH:11]=[N:10][C:9]2[C:4](=[CH:5][C:6]([CH3:12])=[CH:7][CH:8]=2)[N:3]=1. The catalyst is CS(C)=O. The reactants are Cl[C:2]1[CH:11]=[N:10][C:9]2[C:4](=[CH:5][C:6]([CH3:12])=[CH:7][CH:8]=2)[N:3]=1.[CH3:13][O:14][C:15]1[CH:20]=[C:19]([O:21][CH3:22])[CH:18]=[CH:17][C:16]=1[CH2:23][NH2:24].CCOC(C)=O. (2) The reactants are Br[C:2]1[CH:3]=[C:4]2[C:9](=[CH:10][CH:11]=1)[N:8]=[CH:7][C:6]([S:12]([CH3:15])(=[O:14])=[O:13])=[C:5]2[NH:16][C:17]1[CH:22]=[CH:21][C:20]([CH2:23][N:24]([CH3:26])[CH3:25])=[CH:19][CH:18]=1.[Cl:27][C:28]1[CH:33]=[C:32](B2OC(C)(C)C(C)(C)O2)[CH:31]=[C:30]([Cl:43])[C:29]=1[OH:44]. No catalyst specified. The product is [Cl:27][C:28]1[CH:33]=[C:32]([C:2]2[CH:3]=[C:4]3[C:9](=[CH:10][CH:11]=2)[N:8]=[CH:7][C:6]([S:12]([CH3:15])(=[O:14])=[O:13])=[C:5]3[NH:16][C:17]2[CH:18]=[CH:19][C:20]([CH2:23][N:24]([CH3:25])[CH3:26])=[CH:21][CH:22]=2)[CH:31]=[C:30]([Cl:43])[C:29]=1[OH:44]. The yield is 0.610. (3) The reactants are [CH2:1]([O:3][C:4](=[O:19])[CH2:5][O:6][C:7]1[CH:12]=[C:11]([CH3:13])[C:10]([O:14][CH3:15])=[CH:9][C:8]=1[CH:16]([CH3:18])[CH3:17])[CH3:2].[H-].[Na+].[CH:22]([O:24][CH2:25]C)=O.IC. The catalyst is COCCOC. The product is [CH2:1]([O:3][C:4](=[O:19])[C:5]([O:6][C:7]1[CH:12]=[C:11]([CH3:13])[C:10]([O:14][CH3:15])=[CH:9][C:8]=1[CH:16]([CH3:18])[CH3:17])=[CH:22][O:24][CH3:25])[CH3:2]. The yield is 0.230. (4) The reactants are Br[CH2:2][CH2:3][N:4]1[C:12]2[CH:11]=[C:10]3[NH:13][C:14]([C:16]4[CH:20]=[C:19]([CH3:21])[NH:18][N:17]=4)=[N:15][C:9]3=[CH:8][C:7]=2[C:6]([CH3:23])([CH3:22])[C:5]1=[O:24].[CH2:25]([NH:27][CH2:28][CH3:29])[CH3:26]. The catalyst is C1(C)C=CC=CC=1. The product is [CH2:25]([N:27]([CH2:28][CH3:29])[CH2:2][CH2:3][N:4]1[C:12]2[CH:11]=[C:10]3[NH:13][C:14]([C:16]4[CH:20]=[C:19]([CH3:21])[NH:18][N:17]=4)=[N:15][C:9]3=[CH:8][C:7]=2[C:6]([CH3:23])([CH3:22])[C:5]1=[O:24])[CH3:26]. The yield is 0.500. (5) The reactants are [CH3:1][C:2]1([CH3:41])[CH2:10][C:9]2[N:8](COCC[Si](C)(C)C)[N:7]=[C:6]([C:19]3[N:20](COCC[Si](C)(C)C)[C:21]4[C:26]([CH:27]=3)=[CH:25][CH:24]=[C:23]([N:28]([CH3:32])[C:29](=[O:31])[CH3:30])[CH:22]=4)[C:5]=2[CH2:4][CH2:3]1.[F-].C([N+](CCCC)(CCCC)CCCC)CCC. The catalyst is CN(C)C=O. The product is [CH3:1][C:2]1([CH3:41])[CH2:10][C:9]2[NH:8][N:7]=[C:6]([C:19]3[NH:20][C:21]4[C:26]([CH:27]=3)=[CH:25][CH:24]=[C:23]([N:28]([CH3:32])[C:29](=[O:31])[CH3:30])[CH:22]=4)[C:5]=2[CH2:4][CH2:3]1. The yield is 0.420.